From a dataset of Catalyst prediction with 721,799 reactions and 888 catalyst types from USPTO. Predict which catalyst facilitates the given reaction. (1) Reactant: [CH2:1]([O:8][C:9]1[CH:35]=[CH:34][C:33](I)=[CH:32][C:10]=1[CH2:11][C@@H:12]([C:22]([O:24][CH2:25][C:26]1[CH:31]=[CH:30][CH:29]=[CH:28][CH:27]=1)=[O:23])[N:13]([C:15]([O:17][C:18]([CH3:21])([CH3:20])[CH3:19])=[O:16])[CH3:14])[C:2]1[CH:7]=[CH:6][CH:5]=[CH:4][CH:3]=1.[CH3:37][C:38]1([CH3:54])[C:42]([CH3:44])([CH3:43])[O:41][B:40]([B:40]2[O:41][C:42]([CH3:44])([CH3:43])[C:38]([CH3:54])([CH3:37])[O:39]2)[O:39]1.C([O-])(=O)C.[K+].C1CCCCC1.C(OCC)(=O)C. Product: [CH2:1]([O:8][C:9]1[CH:35]=[CH:34][C:33]([B:40]2[O:41][C:42]([CH3:44])([CH3:43])[C:38]([CH3:54])([CH3:37])[O:39]2)=[CH:32][C:10]=1[CH2:11][C@@H:12]([C:22]([O:24][CH2:25][C:26]1[CH:31]=[CH:30][CH:29]=[CH:28][CH:27]=1)=[O:23])[N:13]([C:15]([O:17][C:18]([CH3:21])([CH3:20])[CH3:19])=[O:16])[CH3:14])[C:2]1[CH:7]=[CH:6][CH:5]=[CH:4][CH:3]=1. The catalyst class is: 151. (2) Reactant: [C:1]([O:5][C:6]([NH:8][C@@H:9]([CH2:13][C:14]1[CH:19]=[C:18]([F:20])[CH:17]=[C:16]([F:21])[CH:15]=1)[C:10]([OH:12])=[O:11])=[O:7])([CH3:4])([CH3:3])[CH3:2].[C:22](=O)([O-])[O-].[K+].[K+].S(OC)(OC)(=O)=O. Product: [CH3:22][O:11][C:10](=[O:12])[C@@H:9]([NH:8][C:6]([O:5][C:1]([CH3:4])([CH3:2])[CH3:3])=[O:7])[CH2:13][C:14]1[CH:15]=[C:16]([F:21])[CH:17]=[C:18]([F:20])[CH:19]=1. The catalyst class is: 1. (3) Reactant: N.Cl.[CH2:3]([N:5]1[CH2:10][C@H:9]([CH3:11])[NH:8][CH2:7][C:6]1=[O:12])[CH3:4].C(O[CH:16]=[C:17]([C:23]([O:25][CH2:26][CH3:27])=[O:24])[C:18]([O:20][CH2:21][CH3:22])=[O:19])C. Product: [CH2:21]([O:20][C:18](=[O:19])[C:17](=[CH:16][N:8]1[CH2:7][C:6](=[O:12])[N:5]([CH2:3][CH3:4])[CH2:10][C@@H:9]1[CH3:11])[C:23]([O:25][CH2:26][CH3:27])=[O:24])[CH3:22]. The catalyst class is: 22. (4) Reactant: S(=O)(=O)(O)O.[CH2:6]([O:13][C@:14]1([CH3:38])[C@H:18]([O:19][CH2:20][C:21]2[CH:26]=[CH:25][CH:24]=[CH:23][CH:22]=2)[C@@H:17]([CH2:27][O:28][CH2:29][C:30]2[CH:35]=[CH:34][CH:33]=[CH:32][CH:31]=2)[O:16][C@@H:15]1[O:36]C)[C:7]1[CH:12]=[CH:11][CH:10]=[CH:9][CH:8]=1.C(OCC)(=O)C. Product: [CH2:6]([O:13][C@:14]1([CH3:38])[C@H:18]([O:19][CH2:20][C:21]2[CH:26]=[CH:25][CH:24]=[CH:23][CH:22]=2)[C@@H:17]([CH2:27][O:28][CH2:29][C:30]2[CH:31]=[CH:32][CH:33]=[CH:34][CH:35]=2)[O:16][C@@H:15]1[OH:36])[C:7]1[CH:12]=[CH:11][CH:10]=[CH:9][CH:8]=1. The catalyst class is: 86. (5) Reactant: FC(F)(F)S(O[C:7]1[C:11]2[C:12]([O:16][CH3:17])=[N:13][CH:14]=[CH:15][C:10]=2[N:9]([C:18]([CH3:21])([CH3:20])[CH3:19])[N:8]=1)(=O)=O.[NH2:24][C:25]1[CH:26]=[C:27]([S:31]([NH2:34])(=[O:33])=[O:32])[CH:28]=[CH:29][CH:30]=1.CC1(C)C2C=CC=C(P(C3C=CC=CC=3)C3C=CC=CC=3)C=2OC2C1=CC=CC=2P(C1C=CC=CC=1)C1C=CC=CC=1.C(=O)([O-])[O-].[Cs+].[Cs+]. Product: [C:18]([N:9]1[C:10]2[CH:15]=[CH:14][N:13]=[C:12]([O:16][CH3:17])[C:11]=2[C:7]([NH:24][C:25]2[CH:26]=[C:27]([S:31]([NH2:34])(=[O:32])=[O:33])[CH:28]=[CH:29][CH:30]=2)=[N:8]1)([CH3:19])([CH3:20])[CH3:21]. The catalyst class is: 101. (6) Reactant: [C:1]1([CH2:7][C:8](=[O:35])[CH2:9][NH:10][C:11]2[N:16]([CH3:17])[C:15](=[O:18])[C:14]([C:19]3[CH:28]=[CH:27][C:26]4[C:21](=[CH:22][CH:23]=[CH:24][CH:25]=4)[CH:20]=3)=[C:13]([C:29]3[CH:34]=[CH:33][N:32]=[CH:31][CH:30]=3)[N:12]=2)[CH:6]=[CH:5][CH:4]=[CH:3][CH:2]=1.[Li+].CC([N-]C(C)C)C.[Cl-].[Li+].CC1(C)[C@@]23C4(ON4S(=O)(=O)C2)C[C@@H]1CC3. Product: [C:1]1([CH2:7][CH:8]([OH:35])[CH2:9][NH:10][C:11]2[N:16]([CH3:17])[C:15](=[O:18])[C:14]([C:19]3[CH:28]=[CH:27][C:26]4[C:21](=[CH:22][CH:23]=[CH:24][CH:25]=4)[CH:20]=3)=[C:13]([C:29]3[CH:30]=[CH:31][N:32]=[CH:33][CH:34]=3)[N:12]=2)[CH:6]=[CH:5][CH:4]=[CH:3][CH:2]=1. The catalyst class is: 1. (7) Reactant: [CH3:1][N:2]([CH2:4][C-:5]1[CH:9]=[CH:8][CH:7]=[C:6]1[CH2:10][N:11]([CH3:13])[CH3:12])[CH3:3].[CH-:14]1[CH:18]=[CH:17][CH:16]=[CH:15]1.[Fe+2:19].C([Li])CCC.[CH2:25]=[O:26]. Product: [OH:26][CH2:25][C-:9]1[CH:8]=[CH:7][C:6]([CH2:10][N:11]([CH3:13])[CH3:12])=[C:5]1[CH2:4][N:2]([CH3:1])[CH3:3].[CH-:14]1[CH:18]=[CH:17][CH:16]=[CH:15]1.[Fe+2:19]. The catalyst class is: 27. (8) Reactant: [Cl:1][C:2]1[CH:7]=[CH:6][C:5]([C:8]2[N:12]([CH3:13])[CH:11]=[C:10]([C:14]([CH:16]3[CH2:18][CH2:17]3)=[O:15])[C:9]=2[CH3:19])=[CH:4][CH:3]=1.[Br:20]N1C(=O)CCC1=O. Product: [Br:20][C:11]1[N:12]([CH3:13])[C:8]([C:5]2[CH:6]=[CH:7][C:2]([Cl:1])=[CH:3][CH:4]=2)=[C:9]([CH3:19])[C:10]=1[C:14]([CH:16]1[CH2:18][CH2:17]1)=[O:15]. The catalyst class is: 1. (9) Reactant: [CH2:1]([O:3][C:4](=[O:14])[CH2:5][C:6]1[CH:11]=[CH:10][CH:9]=[C:8]([NH:12][CH3:13])[CH:7]=1)[CH3:2].[CH3:27][C:26]([O:25][C:23](O[C:23]([O:25][C:26]([CH3:29])([CH3:28])[CH3:27])=[O:24])=[O:24])([CH3:29])[CH3:28]. Product: [CH2:1]([O:3][C:4](=[O:14])[CH2:5][C:6]1[CH:11]=[CH:10][CH:9]=[C:8]([N:12]([CH3:13])[C:23]([O:25][C:26]([CH3:27])([CH3:28])[CH3:29])=[O:24])[CH:7]=1)[CH3:2]. The catalyst class is: 1.